Predict which catalyst facilitates the given reaction. From a dataset of Catalyst prediction with 721,799 reactions and 888 catalyst types from USPTO. (1) Reactant: [CH2:1]([P:3]([CH2:10][CH:11](C)[CH2:12][NH2:13])(=[O:9])[O:4][CH2:5][CH2:6][CH2:7][CH3:8])[CH3:2].C1(B(C2C=CC=CC=2)C2C=CC=CC=2)C=CC=CC=1. Product: [CH2:1]([P:3]([CH2:10][CH2:11][CH2:12][NH2:13])(=[O:9])[O:4][CH2:5][CH2:6][CH2:7][CH3:8])[CH3:2]. The catalyst class is: 11. (2) Reactant: [Cl:1][C:2]1[CH:3]=[C:4]([CH:17]=[C:18](I)[CH:19]=1)[O:5][C:6]1[C:7]([OH:16])=[N:8][CH:9]=[CH:10][C:11]=1[C:12]([F:15])([F:14])[F:13].[C:21]([Cu])#[N:22]. Product: [Cl:1][C:2]1[CH:19]=[C:18]([CH:17]=[C:4]([O:5][C:6]2[C:7]([OH:16])=[N:8][CH:9]=[CH:10][C:11]=2[C:12]([F:15])([F:14])[F:13])[CH:3]=1)[C:21]#[N:22]. The catalyst class is: 3. (3) Reactant: [F:1][C:2]1[CH:7]=[CH:6][C:5]([C:8]2([CH2:21][O:22][CH2:23][C:24]3[C:32]4[C:28](=[CH:29][N:30]([CH3:33])[N:31]=4)[CH:27]=[C:26]([C:34]([F:37])([F:36])[F:35])[CH:25]=3)[CH2:13][CH2:12][N:11](C(OC(C)(C)C)=O)[CH2:10][CH2:9]2)=[CH:4][CH:3]=1. Product: [F:1][C:2]1[CH:7]=[CH:6][C:5]([C:8]2([CH2:21][O:22][CH2:23][C:24]3[C:32]4[C:28](=[CH:29][N:30]([CH3:33])[N:31]=4)[CH:27]=[C:26]([C:34]([F:35])([F:36])[F:37])[CH:25]=3)[CH2:13][CH2:12][NH:11][CH2:10][CH2:9]2)=[CH:4][CH:3]=1. The catalyst class is: 55. (4) Reactant: [NH2:1][C:2]1[CH:7]=[C:6]([O:8][C:9]2[C:14]([F:15])=[CH:13][C:12]([NH:16][C:17]([C:19]3[C:20](=[O:32])[N:21]([C:26]4[CH:31]=[CH:30][CH:29]=[CH:28][CH:27]=4)[N:22]([CH3:25])[C:23]=3[CH3:24])=[O:18])=[C:11]([F:33])[CH:10]=2)[CH:5]=[CH:4][N:3]=1.CCN(CC)CC.[C:41](Cl)(=O)[O:42]C1C=CC=CC=1.[NH:51]1[CH2:56][CH2:55][O:54][CH2:53][CH2:52]1. Product: [CH3:25][N:22]1[C:23]([CH3:24])=[C:19]([C:17]([NH:16][C:12]2[C:11]([F:33])=[CH:10][C:9]([O:8][C:6]3[CH:5]=[CH:4][N:3]=[C:2]([NH:1][C:41]([N:51]4[CH2:56][CH2:55][O:54][CH2:53][CH2:52]4)=[O:42])[CH:7]=3)=[C:14]([F:15])[CH:13]=2)=[O:18])[C:20](=[O:32])[N:21]1[C:26]1[CH:27]=[CH:28][CH:29]=[CH:30][CH:31]=1. The catalyst class is: 1. (5) Reactant: [NH:1]1[CH2:6][CH2:5][CH2:4][CH2:3][CH:2]1[C:7]1[CH:12]=[CH:11][C:10]([NH:13][C:14]2[N:19]=[C:18]([CH2:20][CH2:21][C:22]3[CH:27]=[CH:26][CH:25]=[CH:24][C:23]=3[CH2:28][C:29]([NH2:31])=[O:30])[C:17]([C:32]([F:35])([F:34])[F:33])=[CH:16][N:15]=2)=[CH:9][CH:8]=1.C=O.[C:38](O[BH-](OC(=O)C)OC(=O)C)(=O)C.[Na+]. Product: [CH3:38][N:1]1[CH2:6][CH2:5][CH2:4][CH2:3][CH:2]1[C:7]1[CH:12]=[CH:11][C:10]([NH:13][C:14]2[N:19]=[C:18]([CH2:20][CH2:21][C:22]3[CH:27]=[CH:26][CH:25]=[CH:24][C:23]=3[CH2:28][C:29]([NH2:31])=[O:30])[C:17]([C:32]([F:35])([F:33])[F:34])=[CH:16][N:15]=2)=[CH:9][CH:8]=1. The catalyst class is: 100. (6) Reactant: Cl[CH2:2][C:3]([NH:5][CH:6]1[CH2:11][CH2:10][N:9]([CH2:12][C:13]2[CH:17]=[CH:16][N:15]([C:18]3[CH:23]=[CH:22][C:21]([C:24]([F:27])([F:26])[F:25])=[CH:20][CH:19]=3)[CH:14]=2)[CH2:8][CH2:7]1)=[O:4].[C:28]1([CH:34]([C:36]2[CH:41]=[CH:40][CH:39]=[CH:38][CH:37]=2)[OH:35])[CH:33]=[CH:32][CH:31]=[CH:30][CH:29]=1.CC(C)([O-])C.[K+]. Product: [C:36]1([CH:34]([C:28]2[CH:29]=[CH:30][CH:31]=[CH:32][CH:33]=2)[O:35][CH2:2][C:3]([NH:5][CH:6]2[CH2:11][CH2:10][N:9]([CH2:12][C:13]3[CH:17]=[CH:16][N:15]([C:18]4[CH:23]=[CH:22][C:21]([C:24]([F:27])([F:26])[F:25])=[CH:20][CH:19]=4)[CH:14]=3)[CH2:8][CH2:7]2)=[O:4])[CH:37]=[CH:38][CH:39]=[CH:40][CH:41]=1. The catalyst class is: 1.